Task: Predict the reaction yield, written as a fraction of the theoretical maximum amount of product (1.0 means a 100% yield; for example, 0.34 means a 34% yield).. Dataset: Reaction yield outcomes from USPTO patents with 853,638 reactions (1) The reactants are [OH:1][C:2]([CH3:35])([CH3:34])[CH2:3][C@@:4]1([C:28]2[CH:33]=[CH:32][CH:31]=[CH:30][CH:29]=2)[O:9][C:8](=[O:10])[N:7]([C@H:11]([C:13]2[CH:18]=[CH:17][C:16](B3OC(C)(C)C(C)(C)O3)=[CH:15][CH:14]=2)[CH3:12])[CH2:6][CH2:5]1.Br[C:37]1[CH:38]=[CH:39][C:40]([F:43])=[N:41][CH:42]=1. No catalyst specified. The product is [F:43][C:40]1[N:41]=[CH:42][C:37]([C:16]2[CH:15]=[CH:14][C:13]([C@@H:11]([N:7]3[CH2:6][CH2:5][C@:4]([CH2:3][C:2]([OH:1])([CH3:35])[CH3:34])([C:28]4[CH:33]=[CH:32][CH:31]=[CH:30][CH:29]=4)[O:9][C:8]3=[O:10])[CH3:12])=[CH:18][CH:17]=2)=[CH:38][CH:39]=1. The yield is 0.710. (2) The reactants are [NH2:1][C:2]1[C:3]2[N:4]([C:8]([C@H:12]3[CH2:17][CH2:16][C@H:15]([CH2:18][NH:19][C:20](=[O:29])[O:21][CH2:22][C:23]4[CH:28]=[CH:27][CH:26]=[CH:25][CH:24]=4)[CH2:14][CH2:13]3)=[N:9][C:10]=2I)[CH:5]=[CH:6][N:7]=1.C(OC([N:37]1[C:45]2[C:40](=[CH:41][CH:42]=[CH:43][CH:44]=2)[CH:39]=[C:38]1B(O)O)=O)(C)(C)C.O.C(=O)([O-])[O-].[Cs+].[Cs+]. The catalyst is COCCOC. The product is [NH3:1].[NH2:1][C:2]1[C:3]2[N:4]([C:8]([C@H:12]3[CH2:17][CH2:16][C@H:15]([CH2:18][NH:19][C:20](=[O:29])[O:21][CH2:22][C:23]4[CH:28]=[CH:27][CH:26]=[CH:25][CH:24]=4)[CH2:14][CH2:13]3)=[N:9][C:10]=2[C:38]2[NH:37][C:45]3[C:40]([CH:39]=2)=[CH:41][CH:42]=[CH:43][CH:44]=3)[CH:5]=[CH:6][N:7]=1. The yield is 0.0500. (3) The reactants are [CH3:1][C:2]1[O:6][N:5]=[C:4]([C:7]2[NH:8][C:9]3[C:14]([C:15]=2[CH:16]=O)=[CH:13][CH:12]=[CH:11][CH:10]=3)[N:3]=1.C([O-])(=O)C.[Na+].[N+:23](CC)([O-])=O. The catalyst is C(O)(=O)C. The product is [CH3:1][C:2]1[O:6][N:5]=[C:4]([C:7]2[NH:8][C:9]3[C:14]([C:15]=2[C:16]#[N:23])=[CH:13][CH:12]=[CH:11][CH:10]=3)[N:3]=1. The yield is 0.629. (4) The reactants are CON(C)[C:4](=[O:20])[CH2:5][N:6]([C@@H:14]([CH:18]=[CH2:19])[CH2:15][O:16][CH3:17])[C:7](=[O:13])[O:8][C:9]([CH3:12])([CH3:11])[CH3:10].[H-].C([Al+]CC(C)C)C(C)C. The catalyst is ClCCl. The product is [CH3:17][O:16][CH2:15][C@@H:14]([N:6]([CH2:5][CH:4]=[O:20])[C:7](=[O:13])[O:8][C:9]([CH3:11])([CH3:12])[CH3:10])[CH:18]=[CH2:19]. The yield is 0.680. (5) The reactants are [I:1][C:2]1[CH:13]=[CH:12][C:5]([CH2:6][CH:7]([C:9]([OH:11])=[O:10])[NH2:8])=[CH:4][CH:3]=1.[Si](Cl)(C)(C)C.C(N(CC)CC)C.[C:26](OC(=O)C)(=[O:28])[CH3:27]. The catalyst is ClCCl. The product is [C:26]([NH:8][C@H:7]([C:9]([OH:11])=[O:10])[CH2:6][C:5]1[CH:4]=[CH:3][C:2]([I:1])=[CH:13][CH:12]=1)(=[O:28])[CH3:27]. The yield is 0.950.